From a dataset of Full USPTO retrosynthesis dataset with 1.9M reactions from patents (1976-2016). Predict the reactants needed to synthesize the given product. (1) Given the product [C:40]([C:35]1[N:36]([CH2:2][CH2:3][N:4]2[CH2:9][CH2:8][N:7]([C:10]([O:12][C:13]([CH3:16])([CH3:15])[CH3:14])=[O:11])[CH2:6][CH2:5]2)[C:37]2[C:33]([CH:34]=1)=[C:32]([CH3:42])[C:31]([CH:29]=[O:30])=[CH:39][CH:38]=2)#[N:41], predict the reactants needed to synthesize it. The reactants are: O[CH2:2][CH2:3][N:4]1[CH2:9][CH2:8][N:7]([C:10]([O:12][C:13]([CH3:16])([CH3:15])[CH3:14])=[O:11])[CH2:6][CH2:5]1.C(N(CC)CC)C.CS(Cl)(=O)=O.[CH:29]([C:31]1[C:32]([CH3:42])=[C:33]2[C:37](=[CH:38][CH:39]=1)[NH:36][C:35]([C:40]#[N:41])=[CH:34]2)=[O:30].C(=O)([O-])[O-].[Cs+].[Cs+]. (2) Given the product [CH3:31][O:30][C:24]1[CH:23]=[C:22]([C:18]2[N:17]=[C:16]([C:14]([N:11]3[CH2:10][CH2:9][N:8]([C:5]4[CH:4]=[CH:3][C:2]([N:1]5[CH2:37][CH2:36][O:35][CH2:34][CH2:33]5)=[CH:7][CH:6]=4)[CH2:13][CH2:12]3)=[O:15])[CH:21]=[CH:20][CH:19]=2)[CH:27]=[CH:26][C:25]=1[O:28][CH3:29], predict the reactants needed to synthesize it. The reactants are: [NH2:1][C:2]1[CH:7]=[CH:6][C:5]([N:8]2[CH2:13][CH2:12][N:11]([C:14]([C:16]3[CH:21]=[CH:20][CH:19]=[C:18]([C:22]4[CH:27]=[CH:26][C:25]([O:28][CH3:29])=[C:24]([O:30][CH3:31])[CH:23]=4)[N:17]=3)=[O:15])[CH2:10][CH2:9]2)=[CH:4][CH:3]=1.Cl[CH2:33][CH2:34][O:35][CH2:36][CH2:37]Cl.[I-].[Na+].C(=O)([O-])[O-].[K+].[K+]. (3) Given the product [Br:1][C:2]1[C:3]2[C:4]3[C:9](=[CH:8][C:7]([C:33]([OH:32])([CH3:29])[CH3:24])=[CH:6][CH:5]=3)[NH:10][C:11]=2[C:12]([C:16]([NH2:17])=[O:18])=[CH:13][C:14]=1[Cl:15], predict the reactants needed to synthesize it. The reactants are: [Br:1][C:2]1[C:14]([Cl:15])=[CH:13][C:12]([C:16](=[O:18])[NH2:17])=[C:11]2[C:3]=1[C:4]1[CH:5]=[CH:6][C:7](C(OCC)=O)=[CH:8][C:9]=1[NH:10]2.[CH3:24][Li].[NH4+].[Cl-].O.[CH2:29]1[CH2:33][O:32]CC1. (4) Given the product [NH2:12][C:10]1[N:11]=[C:3]2[C:2]([C:19]3[CH:20]=[CH:21][C:16]([CH2:15][C:13]#[N:14])=[CH:17][CH:18]=3)=[CH:7][C:6]([CH3:8])=[CH:5][N:4]2[N:9]=1, predict the reactants needed to synthesize it. The reactants are: Br[C:2]1[C:3]2[N:4]([N:9]=[C:10]([NH2:12])[N:11]=2)[CH:5]=[C:6]([CH3:8])[CH:7]=1.[C:13]([CH2:15][C:16]1[CH:21]=[CH:20][C:19](B(O)O)=[CH:18][CH:17]=1)#[N:14]. (5) The reactants are: [Br:1]Br.[CH3:3][N:4]1[C:9](=[O:10])[C:8]2[CH:11]=[CH:12][S:13][C:7]=2[N:6]([CH2:14][CH:15]([CH3:17])[CH3:16])[C:5]1=[O:18]. Given the product [Br:1][C:12]1[S:13][C:7]2[N:6]([CH2:14][CH:15]([CH3:16])[CH3:17])[C:5](=[O:18])[N:4]([CH3:3])[C:9](=[O:10])[C:8]=2[CH:11]=1, predict the reactants needed to synthesize it. (6) Given the product [C:17]([N:20]1[CH2:25][CH2:24][N:23]([CH2:2][CH2:3][O:4][C:5]2[CH:14]=[C:13]3[C:8]([C:9]([S:15][CH3:16])=[N:10][CH:11]=[N:12]3)=[CH:7][CH:6]=2)[CH2:22][CH2:21]1)(=[O:19])[CH3:18], predict the reactants needed to synthesize it. The reactants are: Br[CH2:2][CH2:3][O:4][C:5]1[CH:14]=[C:13]2[C:8]([C:9]([S:15][CH3:16])=[N:10][CH:11]=[N:12]2)=[CH:7][CH:6]=1.[C:17]([N:20]1[CH2:25][CH2:24][NH:23][CH2:22][CH2:21]1)(=[O:19])[CH3:18].O.[OH-].[Na+]. (7) Given the product [C:2]([C:4]1[C:13]2[C:8](=[CH:9][CH:10]=[C:11]([C:14]#[N:15])[CH:12]=2)[N:7]=[CH:6][CH:5]=1)(=[O:1])[CH3:3], predict the reactants needed to synthesize it. The reactants are: [OH:1][CH:2]([C:4]1[C:13]2[C:8](=[CH:9][CH:10]=[C:11]([C:14]#[N:15])[CH:12]=2)[N:7]=[CH:6][CH:5]=1)[CH3:3].C[N+]1([O-])CCOCC1.